This data is from Catalyst prediction with 721,799 reactions and 888 catalyst types from USPTO. The task is: Predict which catalyst facilitates the given reaction. Reactant: [CH3:1][N:2]([CH3:12])[C:3]1[CH:8]=[CH:7][CH:6]=[C:5]([N+:9]([O-:11])=[O:10])[CH:4]=1.[Cl:13]N1C(=O)CCC1=O. Product: [CH3:1][N:2]([CH3:12])[C:3]1[CH:8]=[CH:7][CH:6]=[C:5]([N+:9]([O-:11])=[O:10])[C:4]=1[Cl:13]. The catalyst class is: 3.